Dataset: Catalyst prediction with 721,799 reactions and 888 catalyst types from USPTO. Task: Predict which catalyst facilitates the given reaction. Reactant: Br[C:2]1[CH:7]=[CH:6][C:5]([C:8]2[O:12][N:11]=[C:10]([CH3:13])[C:9]=2[CH:14]([OH:24])[CH2:15][CH2:16][CH2:17][C:18]2[CH:23]=[CH:22][CH:21]=[CH:20][CH:19]=2)=[CH:4][CH:3]=1.[CH2:25]([O:27][C:28]([C:30]1([C:33]2[CH:38]=[CH:37][C:36](B3OC(C)(C)C(C)(C)O3)=[CH:35][CH:34]=2)[CH2:32][CH2:31]1)=[O:29])[CH3:26]. Product: [CH2:25]([O:27][C:28]([C:30]1([C:33]2[CH:38]=[CH:37][C:36]([C:2]3[CH:7]=[CH:6][C:5]([C:8]4[O:12][N:11]=[C:10]([CH3:13])[C:9]=4[CH:14]([OH:24])[CH2:15][CH2:16][CH2:17][C:18]4[CH:23]=[CH:22][CH:21]=[CH:20][CH:19]=4)=[CH:4][CH:3]=3)=[CH:35][CH:34]=2)[CH2:31][CH2:32]1)=[O:29])[CH3:26]. The catalyst class is: 235.